Dataset: Reaction yield outcomes from USPTO patents with 853,638 reactions. Task: Predict the reaction yield, written as a fraction of the theoretical maximum amount of product (1.0 means a 100% yield; for example, 0.34 means a 34% yield). (1) The catalyst is [Cl-].[Na+].O.CN(C=O)C. The yield is 0.410. The product is [F:1][C:2]1[CH:3]=[C:4]2[C:8](=[CH:9][CH:10]=1)[NH:7][C:6](=[O:11])[C:5]2=[CH:12][C:13]1[CH:14]=[C:15]([CH:27]=[CH:28][CH:29]=1)[C:16]([NH:18][CH2:19][CH2:20][CH2:21][CH2:22][CH2:23][C:24]([NH:43][OH:44])=[O:25])=[O:17]. The reactants are [F:1][C:2]1[CH:3]=[C:4]2[C:8](=[CH:9][CH:10]=1)[NH:7][C:6](=[O:11])[C:5]2=[CH:12][C:13]1[CH:14]=[C:15]([CH:27]=[CH:28][CH:29]=1)[C:16]([NH:18][CH2:19][CH2:20][CH2:21][CH2:22][CH2:23][C:24](O)=[O:25])=[O:17].C(N(CC)CC)C.ClC(OCC)=O.[NH2:43][OH:44]. (2) The reactants are B(F)(F)F.CCOCC.[CH3:10][O:11][C:12](=[O:34])[C:13]1[CH:25]=[C:24]([C:26](=O)[C:27]2[CH:32]=[CH:31][CH:30]=[CH:29][CH:28]=2)[CH:23]=[C:15]([C:16]([N:18]([CH3:22])[CH2:19][CH2:20][CH3:21])=[O:17])[CH:14]=1.[CH2:35]([SH:39])[CH2:36][CH2:37][SH:38]. The catalyst is ClCCl. The product is [CH3:10][O:11][C:12](=[O:34])[C:13]1[CH:25]=[C:24]([C:26]2([C:27]3[CH:32]=[CH:31][CH:30]=[CH:29][CH:28]=3)[S:39][CH2:35][CH2:36][CH2:37][S:38]2)[CH:23]=[C:15]([C:16]([N:18]([CH3:22])[CH2:19][CH2:20][CH3:21])=[O:17])[CH:14]=1. The yield is 0.510. (3) The catalyst is ClCCl.CN(C1C=CN=CC=1)C. The reactants are Cl[S:2]([CH2:5][CH2:6][CH2:7][NH:8][C:9](=[O:11])[CH3:10])(=[O:4])=[O:3].[OH:12][CH2:13][C:14]([CH3:23])([CH3:22])[CH2:15][CH:16]1[CH2:20][O:19][C:18](=[O:21])[O:17]1.C(N(CC)CC)C. The yield is 0.210. The product is [C:9]([NH:8][CH2:7][CH2:6][CH2:5][S:2]([O:12][CH2:13][C:14]([CH3:23])([CH3:22])[CH2:15][CH:16]1[CH2:20][O:19][C:18](=[O:21])[O:17]1)(=[O:4])=[O:3])(=[O:11])[CH3:10].